From a dataset of Reaction yield outcomes from USPTO patents with 853,638 reactions. Predict the reaction yield, written as a fraction of the theoretical maximum amount of product (1.0 means a 100% yield; for example, 0.34 means a 34% yield). The reactants are [BH4-].[Li+].C[Si](C)(C)Cl.[Cl:8][C:9]1[CH:14]=[CH:13][C:12]([CH:15]=[CH:16][N+:17]([O-])=O)=[CH:11][C:10]=1[F:20].CO. The catalyst is C1COCC1. The product is [Cl:8][C:9]1[CH:14]=[CH:13][C:12]([CH2:15][CH2:16][NH2:17])=[CH:11][C:10]=1[F:20]. The yield is 0.730.